Dataset: Reaction yield outcomes from USPTO patents with 853,638 reactions. Task: Predict the reaction yield, written as a fraction of the theoretical maximum amount of product (1.0 means a 100% yield; for example, 0.34 means a 34% yield). (1) The reactants are Br[CH:2]1[CH:7]=[CH:6][C:5]([CH3:8])=[CH:4][C:3]1([O:10][CH2:11][CH2:12]Cl)C.[CH2:14]([Li])CCC. The catalyst is C1COCC1. The product is [CH3:14][C:7]1[C:2]2[CH2:12][CH2:11][O:10][C:3]=2[CH:4]=[C:5]([CH3:8])[CH:6]=1. The yield is 0.960. (2) The reactants are [Br:1][C:2]1[CH:3]=[CH:4][C:5](=[O:8])[NH:6][CH:7]=1.C([O-])([O-])=O.[K+].[K+].Br[CH2:16][C:17]([O:19][CH2:20][CH3:21])=[O:18]. The catalyst is CN(C=O)C. The product is [Br:1][C:2]1[CH:3]=[CH:4][C:5](=[O:8])[N:6]([CH2:16][C:17]([O:19][CH2:20][CH3:21])=[O:18])[CH:7]=1. The yield is 0.577. (3) The reactants are [Br:1][C:2]1[CH:7]=[CH:6][C:5]([NH:8][C:9]2[C:10]([CH:19]([OH:28])[CH2:20][Si](OC(C)C)(C)C)=[CH:11][C:12]3[NH:16][CH:15]=[N:14][C:13]=3[C:17]=2[F:18])=[C:4]([Cl:29])[CH:3]=1.[F-].[K+].[OH:32]O. The catalyst is CO.C1COCC1.O. The product is [Br:1][C:2]1[CH:7]=[CH:6][C:5]([NH:8][C:9]2[C:10]([CH:19]([OH:28])[CH2:20][OH:32])=[CH:11][C:12]3[NH:16][CH:15]=[N:14][C:13]=3[C:17]=2[F:18])=[C:4]([Cl:29])[CH:3]=1. The yield is 0.340. (4) The reactants are [F:1][C:2]1[CH:3]=[C:4]([C:38]2[C:39]([C:44]#[N:45])=[CH:40][CH:41]=[CH:42][CH:43]=2)[CH:5]=[CH:6][C:7]=1[CH2:8][C:9]1[C:10](=[O:37])[N:11]([CH:21]2[CH2:26][CH2:25][CH:24]([O:27][CH:28]([C:30]3([CH:34]([OH:36])[CH3:35])[CH2:33][CH2:32][CH2:31]3)[CH3:29])[CH2:23][CH2:22]2)[C:12]2[N:13]([N:18]=[CH:19][N:20]=2)[C:14]=1[CH2:15][CH2:16][CH3:17].CC(OI1(OC(C)=O)(OC(C)=O)OC(=O)C2C=CC=CC1=2)=O.C(=O)([O-])O.[Na+].S([O-])([O-])(=O)=S.[Na+].[Na+]. The catalyst is C(#N)C. The product is [C:34]([C:30]1([CH:28]([O:27][CH:24]2[CH2:25][CH2:26][CH:21]([N:11]3[C:10](=[O:37])[C:9]([CH2:8][C:7]4[CH:6]=[CH:5][C:4]([C:38]5[C:39]([C:44]#[N:45])=[CH:40][CH:41]=[CH:42][CH:43]=5)=[CH:3][C:2]=4[F:1])=[C:14]([CH2:15][CH2:16][CH3:17])[N:13]4[N:18]=[CH:19][N:20]=[C:12]34)[CH2:22][CH2:23]2)[CH3:29])[CH2:33][CH2:32][CH2:31]1)(=[O:36])[CH3:35]. The yield is 0.880. (5) The reactants are [Cl:1][C:2]1[C:7]([NH:8][CH2:9][CH:10]2[CH2:12][CH:11]2[C:13]2[C:18]([O:19][CH3:20])=[CH:17][CH:16]=[CH:15][C:14]=2[F:21])=[CH:6][N:5]=[N:4][C:3]=1[NH:22][NH:23][C:24](=O)[CH2:25][CH:26]1[CH2:28][CH2:27]1.P(Cl)(Cl)(Cl)=O. The catalyst is C(#N)C. The product is [Cl:1][C:2]1[C:3]2[N:4]([C:24]([CH2:25][CH:26]3[CH2:28][CH2:27]3)=[N:23][N:22]=2)[N:5]=[CH:6][C:7]=1[NH:8][CH2:9][CH:10]1[CH2:12][CH:11]1[C:13]1[C:18]([O:19][CH3:20])=[CH:17][CH:16]=[CH:15][C:14]=1[F:21]. The yield is 0.00900. (6) The reactants are [F:1][C:2]([F:18])([F:17])[CH2:3][O:4][CH2:5][CH2:6][O:7][C:8]1[N:13]=[CH:12][C:11]([C:14]([OH:16])=O)=[CH:10][CH:9]=1.C(N1C=CN=C1)(N1C=CN=C1)=O.[NH2:31][C:32]1[N:37]=[C:36]([N:38]([CH3:45])[C:39]2[CH:44]=[CH:43][CH:42]=[CH:41][CH:40]=2)[N:35]=[C:34]([C:46](=[NH:49])[NH:47]O)[N:33]=1.NC1N=C(N(C)C2C=CC=C(C)C=2)N=C(C(NO)=N)N=1. The catalyst is N1C=CC=CC=1. The product is [CH3:45][N:38]([C:39]1[CH:44]=[CH:43][CH:42]=[CH:41][CH:40]=1)[C:36]1[N:37]=[C:32]([NH2:31])[N:33]=[C:34]([C:46]2[N:47]=[C:14]([C:11]3[CH:12]=[N:13][C:8]([O:7][CH2:6][CH2:5][O:4][CH2:3][C:2]([F:1])([F:18])[F:17])=[CH:9][CH:10]=3)[O:16][N:49]=2)[N:35]=1. The yield is 0.610.